From a dataset of Reaction yield outcomes from USPTO patents with 853,638 reactions. Predict the reaction yield, written as a fraction of the theoretical maximum amount of product (1.0 means a 100% yield; for example, 0.34 means a 34% yield). (1) The reactants are [Br:1][C:2]1[CH:27]=[CH:26][C:5]([CH2:6][CH:7]2[CH2:12][CH2:11][N:10]([CH2:13][CH2:14][C:15]3[CH:16]=[C:17]4[C:22](=[CH:23][CH:24]=3)[O:21][CH2:20][CH2:19][C:18]4=[O:25])[CH2:9][CH2:8]2)=[CH:4][C:3]=1[O:28][CH2:29][CH2:30][O:31][CH3:32].[C:33]([OH:40])(=[O:39])/[CH:34]=[CH:35]/[C:36]([OH:38])=[O:37].CC(C)=O. The catalyst is C(O)C.CO. The product is [C:33]([OH:40])(=[O:39])/[CH:34]=[CH:35]/[C:36]([OH:38])=[O:37].[Br:1][C:2]1[CH:27]=[CH:26][C:5]([CH2:6][CH:7]2[CH2:12][CH2:11][N:10]([CH2:13][CH2:14][C:15]3[CH:16]=[C:17]4[C:22](=[CH:23][CH:24]=3)[O:21][CH2:20][CH2:19][C:18]4=[O:25])[CH2:9][CH2:8]2)=[CH:4][C:3]=1[O:28][CH2:29][CH2:30][O:31][CH3:32]. The yield is 0.880. (2) The reactants are [NH2:1][C:2]1[N:7]=[C:6]([Cl:8])[C:5]([NH:9][CH:10]=[O:11])=[C:4](Cl)[N:3]=1.[NH2:13][C@@H:14]1[CH2:18][C@H:17]([CH2:19][OH:20])[CH:16]=[CH:15]1.C(N(CC)CC)C. The catalyst is C(O)C. The product is [NH2:1][C:2]1[N:3]=[C:4]([NH:13][C@@H:14]2[CH2:18][C@H:17]([CH2:19][OH:20])[CH:16]=[CH:15]2)[C:5]([NH:9][CH:10]=[O:11])=[C:6]([Cl:8])[N:7]=1. The yield is 0.880. (3) The reactants are [NH2:1][C:2]1[N:9]=[C:8]([CH3:10])[CH:7]=[C:6]([CH3:11])[C:3]=1[C:4]#[N:5].Cl[CH2:13][CH:14]=O. The catalyst is O. The product is [CH3:10][C:8]1[N:9]2[CH:13]=[CH:14][N:1]=[C:2]2[C:3]([C:4]#[N:5])=[C:6]([CH3:11])[CH:7]=1. The yield is 0.750. (4) The reactants are NC1(C2C=CC(C3C(=O)C4C(=CC=C(F)C=4)OC=3C3C=CC=CC=3)=CC=2)CCC1.C(OC(=O)[NH:36][C:37]1([C:41]2[CH:46]=[CH:45][C:44]([C:47]3[C:52](=[O:53])[C:51]4[CH:54]=[C:55]([Cl:69])[C:56]5[N:57]=[CH:58][N:59](COCC[Si](C)(C)C)[C:60]=5[C:50]=4[O:49][C:48]=3[C:70]3[CH:75]=[CH:74][CH:73]=[CH:72][CH:71]=3)=[CH:43][CH:42]=2)[CH2:40][CH2:39][CH2:38]1)(C)(C)C.C(OC(=O)NC1(C2C=CC(C3C(=O)C4C=C(Cl)C5N(CCCC[Si](C)(C)C)C=NC=5C=4OC=3C3C=CC=CC=3)=CC=2)CCC1)(C)(C)C.CO. The catalyst is C(Cl)Cl. The product is [NH2:36][C:37]1([C:41]2[CH:42]=[CH:43][C:44]([C:47]3[C:52](=[O:53])[C:51]4[CH:54]=[C:55]([Cl:69])[C:56]5[N:57]=[CH:58][NH:59][C:60]=5[C:50]=4[O:49][C:48]=3[C:70]3[CH:75]=[CH:74][CH:73]=[CH:72][CH:71]=3)=[CH:45][CH:46]=2)[CH2:40][CH2:39][CH2:38]1. The yield is 0.480. (5) The reactants are Br[C:2]1[CH:7]=[CH:6][C:5]([C@H:8]2[O:13][CH2:12][CH2:11][N:10]([C:14]([O:16][C:17]([CH3:20])([CH3:19])[CH3:18])=[O:15])[CH2:9]2)=[C:4]([F:21])[CH:3]=1.[F:22][C:23]([F:32])([F:31])[C:24]1[CH:25]=[N:26][C:27]([NH2:30])=[N:28][CH:29]=1. The catalyst is O1CCOCC1. The product is [F:21][C:4]1[CH:3]=[C:2]([NH:30][C:27]2[N:26]=[CH:25][C:24]([C:23]([F:32])([F:22])[F:31])=[CH:29][N:28]=2)[CH:7]=[CH:6][C:5]=1[C@H:8]1[O:13][CH2:12][CH2:11][N:10]([C:14]([O:16][C:17]([CH3:20])([CH3:19])[CH3:18])=[O:15])[CH2:9]1. The yield is 0.830.